From a dataset of Reaction yield outcomes from USPTO patents with 853,638 reactions. Predict the reaction yield, written as a fraction of the theoretical maximum amount of product (1.0 means a 100% yield; for example, 0.34 means a 34% yield). (1) The catalyst is CN(C)C=O.O1CCCC1.O.C(O)C.C(OCC)(=O)C. The yield is 0.470. The product is [Cl:45][C:44]1[CH:43]=[CH:42][CH:41]=[C:40]([Cl:46])[C:39]=1[C:32]1[C:31]([CH2:30][O:1][C:2]2[CH:7]=[CH:6][C:5]([C:8]3[CH:16]=[C:15]4[C:14](=[CH:10][CH:9]=3)[NH:13][C:12]([C:24]([OH:26])=[O:25])=[CH:11]4)=[CH:4][CH:3]=2)=[C:35]([CH:36]([CH3:38])[CH3:37])[O:34][N:33]=1. The reactants are [OH:1][C:2]1[CH:7]=[CH:6][C:5]([C:8]2[CH:9]=[C:10]3[C:14](=[CH:15][CH:16]=2)[N:13](C(OC(C)(C)C)=O)[C:12]([C:24]([O:26]CC)=[O:25])=[CH:11]3)=[CH:4][CH:3]=1.Cl[CH2:30][C:31]1[C:32]([C:39]2[C:44]([Cl:45])=[CH:43][CH:42]=[CH:41][C:40]=2[Cl:46])=[N:33][O:34][C:35]=1[CH:36]([CH3:38])[CH3:37].C(=O)([O-])[O-].[K+].[K+].[OH-].[Na+]. (2) The reactants are C[O:2][CH2:3][C@H:4]([CH3:36])[O:5][C:6]1[CH:7]=[C:8]([C:23]2[NH:27][C:26]([C:28]3[O:29][C@@H:30]([CH3:35])[C@@H:31]([CH2:33][OH:34])[N:32]=3)=[CH:25][CH:24]=2)[CH:9]=[C:10]([O:12][C:13]2[CH:14]=[N:15][C:16]([S:19]([CH3:22])(=[O:21])=[O:20])=[CH:17][CH:18]=2)[CH:11]=1.B(Br)(Br)Br.C(=O)([O-])O.[Na+]. The catalyst is C(Cl)Cl. The product is [OH:34][CH2:33][C@@H:31]1[C@H:30]([CH3:35])[O:29][C:28]([C:26]2[NH:27][C:23]([C:8]3[CH:7]=[C:6]([CH:11]=[C:10]([O:12][C:13]4[CH:14]=[N:15][C:16]([S:19]([CH3:22])(=[O:21])=[O:20])=[CH:17][CH:18]=4)[CH:9]=3)[O:5][C@@H:4]([CH3:36])[CH2:3][OH:2])=[CH:24][CH:25]=2)=[N:32]1. The yield is 0.820. (3) The reactants are [CH2:1]([O:4][C:5]1[C:6]([C:29](=[O:42])[C:30]2[CH:35]=[CH:34][C:33]([O:36][CH2:37][CH2:38]Cl)=[C:32]([O:40][CH3:41])[CH:31]=2)=[C:7]([CH2:17][C:18]([N:20]([CH2:25][CH2:26][O:27][CH3:28])[CH2:21][CH2:22][O:23][CH3:24])=[O:19])[C:8]([CH2:15][CH3:16])=[C:9]([O:11][CH2:12][CH:13]=[CH2:14])[CH:10]=1)[CH:2]=[CH2:3].C(=O)([O-])[O-].[K+].[K+].[I-].[Na+].[O:51]1[CH2:56][CH2:55][N:54]([CH:57]2[CH2:62][CH2:61][NH:60][CH2:59][CH2:58]2)[CH2:53][CH2:52]1. The catalyst is CN(C)C=O.O. The product is [CH2:12]([O:11][C:9]1[C:8]([CH2:15][CH3:16])=[C:7]([CH2:17][C:18]([N:20]([CH2:21][CH2:22][O:23][CH3:24])[CH2:25][CH2:26][O:27][CH3:28])=[O:19])[C:6]([C:29](=[O:42])[C:30]2[CH:35]=[CH:34][C:33]([O:36][CH2:37][CH2:38][N:60]3[CH2:61][CH2:62][CH:57]([N:54]4[CH2:55][CH2:56][O:51][CH2:52][CH2:53]4)[CH2:58][CH2:59]3)=[C:32]([O:40][CH3:41])[CH:31]=2)=[C:5]([O:4][CH2:1][CH:2]=[CH2:3])[CH:10]=1)[CH:13]=[CH2:14]. The yield is 0.780. (4) The reactants are C(O)(C(F)(F)F)=O.[NH2:8][CH2:9][C:10]([OH:12])=[O:11].[CH3:13][CH2:14][C:15]1[C:24]2[CH2:25][N:26]3[C:31](=[O:32])[C:30]4[CH2:33][O:34][C:35]([C@:37]([OH:40])([CH2:38][CH3:39])[C:29]=4[CH:28]=[C:27]3[C:23]=2[N:22]=[C:21]2[C:16]=1[CH:17]=[C:18]([OH:41])[CH:19]=[CH:20]2)=[O:36].ON1C(=O)CCC1=O.C(N=C=NCCCN(C)C)C. The catalyst is CN(C)C=O. The product is [NH2:8][CH2:9][C:10]([OH:12])=[O:11].[CH3:13][CH2:14][C:15]1[C:24]2[CH2:25][N:26]3[C:31](=[O:32])[C:30]4[CH2:33][O:34][C:35]([C@:37]([OH:40])([CH2:38][CH3:39])[C:29]=4[CH:28]=[C:27]3[C:23]=2[N:22]=[C:21]2[C:16]=1[CH:17]=[C:18]([OH:41])[CH:19]=[CH:20]2)=[O:36]. The yield is 0.670. (5) The yield is 0.530. The product is [C:1]([O:5][C:6]([N:8]1[CH2:13][CH2:12][N:11]([CH2:14][C:15]([N:17]2[C:25]3[CH:24]=[CH:23][N:22]=[CH:21][C:20]=3[CH2:19][CH2:18]2)=[O:16])[CH2:10][C@H:9]1[CH3:27])=[O:7])([CH3:4])([CH3:2])[CH3:3]. The reactants are [C:1]([O:5][C:6]([N:8]1[CH2:13][CH2:12][N:11]([CH2:14][C:15]([N:17]2[C:25]3[CH:24]=[CH:23][N:22]=[C:21](Cl)[C:20]=3[CH2:19][CH2:18]2)=[O:16])[CH2:10][C@H:9]1[CH3:27])=[O:7])([CH3:4])([CH3:3])[CH3:2].C(N(CC)CC)C. The catalyst is [Pd].C1COCC1. (6) The reactants are [F:1][C:2]([F:26])([C:16]1C=CC(C(F)(F)F)=CC=1)[C:3]([F:15])([F:14])[C:4]1[CH:9]=[CH:8][C:7](C(F)(F)F)=[CH:6][CH:5]=1.[Mn]([O-])(=O)(=O)=[O:28].[K+].[OH2:33]. The catalyst is C(O)(C)(C)C. The product is [F:1][C:2]([F:26])([C:3]([F:15])([F:14])[C:4]1[CH:9]=[CH:8][CH:7]=[CH:6][CH:5]=1)[C:16]([OH:28])=[O:33]. The yield is 0.930. (7) The reactants are [NH2:1][C:2]1[CH:3]=[C:4]([CH:30]=[CH:31][CH:32]=1)[CH2:5][CH2:6][N:7]1[C:12]2[N:13]=[C:14]([NH:17][CH3:18])[N:15]=[CH:16][C:11]=2[CH:10]=[C:9]([C:19]2[CH:24]=[C:23]([O:25][CH3:26])[CH:22]=[C:21]([O:27][CH3:28])[CH:20]=2)[C:8]1=[O:29].CCN(C(C)C)C(C)C.[C:42](Cl)(=[O:45])[CH:43]=[CH2:44]. The catalyst is C(Cl)Cl. The product is [CH3:28][O:27][C:21]1[CH:20]=[C:19]([C:9]2[C:8](=[O:29])[N:7]([CH2:6][CH2:5][C:4]3[CH:3]=[C:2]([NH:1][C:42](=[O:45])[CH:43]=[CH2:44])[CH:32]=[CH:31][CH:30]=3)[C:12]3[N:13]=[C:14]([NH:17][CH3:18])[N:15]=[CH:16][C:11]=3[CH:10]=2)[CH:24]=[C:23]([O:25][CH3:26])[CH:22]=1. The yield is 0.660.